Predict the reactants needed to synthesize the given product. From a dataset of Retrosynthesis with 50K atom-mapped reactions and 10 reaction types from USPTO. (1) Given the product COC(=O)c1ccc(NC(CCC(F)(F)F)c2ccc(B3OC(C)(C)C(C)(C)O3)cc2C)cc1, predict the reactants needed to synthesize it. The reactants are: CC1(C)OB(B2OC(C)(C)C(C)(C)O2)OC1(C)C.COC(=O)c1ccc(NC(CCC(F)(F)F)c2ccc(Br)cc2C)cc1. (2) Given the product Cc1cccc(C2CNCC(NC(=O)c3ccccc3)C2)c1C, predict the reactants needed to synthesize it. The reactants are: Cc1cccc(-c2cncc(NC(=O)c3ccccc3)c2)c1C. (3) Given the product CS(=O)(=O)c1cc([C@H](CCN2CCOCC2)NC(=O)c2cncc3c2cnn3-c2ccc(F)cc2)ccn1, predict the reactants needed to synthesize it. The reactants are: C1COCCN1.CS(=O)(=O)c1cc([C@H](CC=O)NC(=O)c2cncc3c2cnn3-c2ccc(F)cc2)ccn1. (4) Given the product COC(=O)C1(NC(=O)c2ccc3ccccc3c2O)CCCC1, predict the reactants needed to synthesize it. The reactants are: COC(=O)C1(N)CCCC1.O=C(O)c1ccc2ccccc2c1O. (5) Given the product Cc1ncnc2c1c(NCc1ccccc1CN)cc(=O)n2O, predict the reactants needed to synthesize it. The reactants are: Cc1ncnc2c1c(NCc1ccccc1CNC(=O)OC(C)(C)C)cc(=O)n2O. (6) Given the product O=c1n(C/C=C\CCl)c2ccccc2n1CCOC1CCCCO1, predict the reactants needed to synthesize it. The reactants are: ClC/C=C\CCl.O=c1[nH]c2ccccc2n1CCOC1CCCCO1.